From a dataset of Catalyst prediction with 721,799 reactions and 888 catalyst types from USPTO. Predict which catalyst facilitates the given reaction. Reactant: [C:1]1(=[O:8])[O:7][C:5](=[O:6])[CH2:4][CH2:3][CH2:2]1.[Cl:9][CH2:10][CH2:11][CH2:12][N:13]1[CH2:18][CH2:17][NH:16][CH2:15][CH2:14]1.ClCCl. Product: [Cl:9][CH2:10][CH2:11][CH2:12][N:13]1[CH2:18][CH2:17][N:16]([C:5](=[O:6])[CH2:4][CH2:3][CH2:2][C:1]([OH:7])=[O:8])[CH2:15][CH2:14]1. The catalyst class is: 12.